This data is from Full USPTO retrosynthesis dataset with 1.9M reactions from patents (1976-2016). The task is: Predict the reactants needed to synthesize the given product. (1) Given the product [Cl:28][CH2:29][C:30]([NH:21][C@@H:19]([CH3:20])[C@H:18]([O:17][C:13]1[CH:12]=[C:11]2[C:16](=[CH:15][CH:14]=1)[N:8]([C:5]1[CH:4]=[CH:3][C:2]([F:1])=[CH:7][CH:6]=1)[N:9]=[CH:10]2)[C:22]1[CH:23]=[CH:24][CH:25]=[CH:26][CH:27]=1)=[O:31], predict the reactants needed to synthesize it. The reactants are: [F:1][C:2]1[CH:7]=[CH:6][C:5]([N:8]2[C:16]3[C:11](=[CH:12][C:13]([O:17][C@@H:18]([C:22]4[CH:27]=[CH:26][CH:25]=[CH:24][CH:23]=4)[C@H:19]([NH2:21])[CH3:20])=[CH:14][CH:15]=3)[CH:10]=[N:9]2)=[CH:4][CH:3]=1.[Cl:28][CH2:29][C:30](Cl)=[O:31]. (2) Given the product [C:1]([C:5]1[CH:6]=[C:7]([NH:17][C:18]([NH:20][C@@H:21]2[C:30]3[C:25](=[CH:26][CH:27]=[CH:28][CH:29]=3)[C@H:24]([O:31][C:32]3[CH:33]=[CH:34][C:35]4[N:36]([C:38]([N:41]5[CH2:45][CH2:44][CH2:43][C@@H:42]5[CH2:46][OH:47])=[N:39][N:40]=4)[CH:37]=3)[CH2:23][CH2:22]2)=[O:19])[N:8]([C:10]2[CH:15]=[CH:14][C:13]([CH3:16])=[CH:12][CH:11]=2)[N:9]=1)([CH3:4])([CH3:2])[CH3:3], predict the reactants needed to synthesize it. The reactants are: [C:1]([C:5]1[CH:6]=[C:7]([NH:17][C:18]([NH:20][C@@H:21]2[C:30]3[C:25](=[CH:26][CH:27]=[CH:28][CH:29]=3)[C@H:24]([O:31][C:32]3[CH:33]=[CH:34][C:35]4[N:36]([C:38]([N:41]5[CH2:45][CH2:44][CH2:43][C@@H:42]5[CH2:46][O:47][Si](C(C)C)(C(C)C)C(C)C)=[N:39][N:40]=4)[CH:37]=3)[CH2:23][CH2:22]2)=[O:19])[N:8]([C:10]2[CH:15]=[CH:14][C:13]([CH3:16])=[CH:12][CH:11]=2)[N:9]=1)([CH3:4])([CH3:3])[CH3:2].CCCC[N+](CCCC)(CCCC)CCCC.[F-].